From a dataset of Catalyst prediction with 721,799 reactions and 888 catalyst types from USPTO. Predict which catalyst facilitates the given reaction. (1) Reactant: [O:1]1[CH2:6][CH2:5][CH:4]([CH2:7][O:8][C:9]2[CH:14]=[CH:13][N:12]=[CH:11][CH:10]=2)[CH2:3][CH2:2]1.[CH2:15]([Br:22])[C:16]1[CH:21]=[CH:20][CH:19]=[CH:18][CH:17]=1. Product: [Br-:22].[CH2:15]([N+:12]1[CH:13]=[CH:14][C:9]([O:8][CH2:7][CH:4]2[CH2:5][CH2:6][O:1][CH2:2][CH2:3]2)=[CH:10][CH:11]=1)[C:16]1[CH:21]=[CH:20][CH:19]=[CH:18][CH:17]=1. The catalyst class is: 1. (2) Reactant: [C:1]([NH:6][CH:7]1[CH2:12][C:11]2[CH:13]=[CH:14][CH:15]=[C:16]([C:17]([OH:19])=[O:18])[C:10]=2[O:9][B:8]1[OH:20])(=[O:5])[CH2:2][CH2:3][CH3:4]. Product: [CH2:1]([O:18][C:17]([C:16]1[C:10]2[O:9][B:8]([OH:20])[C@@H:7]([NH:6][C:1](=[O:5])[CH2:2][CH2:3][CH3:4])[CH2:12][C:11]=2[CH:13]=[CH:14][CH:15]=1)=[O:19])[CH2:2][CH2:3][CH3:4]. The catalyst class is: 619. (3) Reactant: [Cl:1][C:2]1[CH:14]=[C:13]2[C:5]([C:6]3[CH:7]=[CH:8][N:9]=[CH:10][C:11]=3[N:12]2[N+:15]([O-])=O)=[CH:4][CH:3]=1.O.O.[Sn](Cl)(Cl)(Cl)Cl.Cl. Product: [NH2:15][N:12]1[C:11]2[CH:10]=[N:9][CH:8]=[CH:7][C:6]=2[C:5]2[C:13]1=[CH:14][C:2]([Cl:1])=[CH:3][CH:4]=2. The catalyst class is: 14. (4) Reactant: Cl.[CH2:2]([O:9][C:10](=[O:19])[NH:11][C:12]1([CH3:18])[CH2:17][CH2:16][NH:15][CH2:14][CH2:13]1)[C:3]1[CH:8]=[CH:7][CH:6]=[CH:5][CH:4]=1.Cl[C:21]1[CH:26]=[CH:25][C:24]([C:27]#[N:28])=[CH:23][N:22]=1.C(N(C(C)C)CC)(C)C. Product: [CH2:2]([O:9][C:10](=[O:19])[NH:11][C:12]1([CH3:18])[CH2:17][CH2:16][N:15]([C:21]2[CH:26]=[CH:25][C:24]([C:27]#[N:28])=[CH:23][N:22]=2)[CH2:14][CH2:13]1)[C:3]1[CH:8]=[CH:7][CH:6]=[CH:5][CH:4]=1. The catalyst class is: 12. (5) Reactant: [O:1]1[C:5]2[CH:6]=[CH:7][C:8]([CH:10]([C:12]3[CH:17]=[CH:16][C:15]([O:18][CH3:19])=[C:14]([O:20][CH2:21][CH3:22])[CH:13]=3)[OH:11])=[CH:9][C:4]=2[O:3][CH2:2]1. Product: [O:1]1[C:5]2[CH:6]=[CH:7][C:8]([C:10]([C:12]3[CH:17]=[CH:16][C:15]([O:18][CH3:19])=[C:14]([O:20][CH2:21][CH3:22])[CH:13]=3)=[O:11])=[CH:9][C:4]=2[O:3][CH2:2]1. The catalyst class is: 177. (6) Reactant: Cl.CN[O:4][CH3:5].C[Al](C)C.C([C@H:17]1COC(=O)[N:18]1[C:23]([C@@H:25]1[C@@H:29]([C:30]2[CH:35]=[CH:34][C:33]([Cl:36])=[C:32]([Cl:37])[CH:31]=2)[CH2:28][N:27]([CH2:38][C:39]2[CH:44]=[CH:43][CH:42]=[CH:41][CH:40]=2)[CH2:26]1)=[O:24])C1C=CC=CC=1. Product: [CH3:5][O:4][N:18]([CH3:17])[C:23]([C@@H:25]1[C@@H:29]([C:30]2[CH:35]=[CH:34][C:33]([Cl:36])=[C:32]([Cl:37])[CH:31]=2)[CH2:28][N:27]([CH2:38][C:39]2[CH:40]=[CH:41][CH:42]=[CH:43][CH:44]=2)[CH2:26]1)=[O:24]. The catalyst class is: 2. (7) The catalyst class is: 10. Reactant: [NH2:1][C@@H:2]([C:6]([NH2:8])=[O:7])[CH:3]([CH3:5])[CH3:4].[CH2:9]1[CH2:15][S:12](=[O:14])(=[O:13])[O:11][CH2:10]1. Product: [NH2:8][C:6]([C@H:2]([NH:1][CH2:10][CH2:9][CH2:15][S:12]([OH:14])(=[O:13])=[O:11])[CH:3]([CH3:5])[CH3:4])=[O:7].